Dataset: Catalyst prediction with 721,799 reactions and 888 catalyst types from USPTO. Task: Predict which catalyst facilitates the given reaction. Reactant: [N+]([C:4]1[CH:9]=[CH:8][CH:7]=[CH:6][C:5]=1[C:10]#[N:11])([O-])=O.[CH2:12]([SH:19])[C:13]1[CH:18]=[CH:17][CH:16]=[CH:15][CH:14]=1.[OH-].[K+]. Product: [CH2:12]([S:19][C:4]1[CH:9]=[CH:8][CH:7]=[CH:6][C:5]=1[C:10]#[N:11])[C:13]1[CH:18]=[CH:17][CH:16]=[CH:15][CH:14]=1. The catalyst class is: 9.